Dataset: Peptide-MHC class II binding affinity with 134,281 pairs from IEDB. Task: Regression. Given a peptide amino acid sequence and an MHC pseudo amino acid sequence, predict their binding affinity value. This is MHC class II binding data. (1) The peptide sequence is YLVGSNMTQRVVIALKK. The MHC is DRB1_1101 with pseudo-sequence DRB1_1101. The binding affinity (normalized) is 0.671. (2) The peptide sequence is SQDMELSWNLNGLQAY. The MHC is HLA-DQA10301-DQB10302 with pseudo-sequence HLA-DQA10301-DQB10302. The binding affinity (normalized) is 0.313. (3) The peptide sequence is SEAVRHFPRLWLHSL. The MHC is DRB1_0701 with pseudo-sequence DRB1_0701. The binding affinity (normalized) is 0.365. (4) The peptide sequence is MSFVTTQPEALAAAA. The MHC is DRB1_1302 with pseudo-sequence DRB1_1302. The binding affinity (normalized) is 0.243. (5) The peptide sequence is GMVIFFMSPKGISRM. The MHC is DRB5_0101 with pseudo-sequence DRB5_0101. The binding affinity (normalized) is 1.00. (6) The peptide sequence is YLMDEEVPAYDKH. The MHC is HLA-DQA10501-DQB10301 with pseudo-sequence HLA-DQA10501-DQB10301. The binding affinity (normalized) is 0.0818. (7) The MHC is DRB5_0101 with pseudo-sequence DRB5_0101. The binding affinity (normalized) is 0.297. The peptide sequence is GLVPKLDAAYSVAYK.